Predict the reaction yield, written as a fraction of the theoretical maximum amount of product (1.0 means a 100% yield; for example, 0.34 means a 34% yield). From a dataset of Reaction yield outcomes from USPTO patents with 853,638 reactions. (1) The reactants are [CH3:1][CH:2]([CH2:6][C:7]1[CH:12]=[CH:11][C:10]([C:13]2[N:17]=[CH:16][N:15]([C:18]3[CH:23]=[CH:22][C:21]([O:24][C:25]([F:28])([F:27])[F:26])=[CH:20][CH:19]=3)[N:14]=2)=[CH:9][CH:8]=1)C(O)=O.C([N:31]([CH2:34]C)CC)C.P(N=[N+]=[N-])(=O)(OC1C=CC=CC=1)[O:37]C1C=CC=CC=1. The catalyst is C1(C)C=CC=CC=1.C(OCC)(=O)C.O. The product is [N:31]([CH:2]([CH3:1])[CH2:6][C:7]1[CH:8]=[CH:9][C:10]([C:13]2[N:17]=[CH:16][N:15]([C:18]3[CH:19]=[CH:20][C:21]([O:24][C:25]([F:26])([F:27])[F:28])=[CH:22][CH:23]=3)[N:14]=2)=[CH:11][CH:12]=1)=[C:34]=[O:37]. The yield is 0.580. (2) The reactants are [CH3:1][O:2][C:3](=[O:19])[CH:4]([NH:11][C:12]([O:14][C:15](C)(C)C)=[O:13])[CH:5]([O:7][CH:8]([F:10])[F:9])[CH3:6].Cl.C(N(C(C)C)CC)(C)C.ClC(OC)=O. The catalyst is CO.ClCCl. The product is [CH3:1][O:2][C:3](=[O:19])[C@@H:4]([NH:11][C:12]([O:14][CH3:15])=[O:13])[C@H:5]([O:7][CH:8]([F:10])[F:9])[CH3:6]. The yield is 0.470. (3) The reactants are [CH3:1][C:2]1[CH:7]=[CH:6][CH:5]=[C:4]([CH3:8])[C:3]=1[C:9]1[C:17]2[O:16][CH:15]([CH2:18][NH2:19])[CH2:14][C:13]=2[CH:12]=[CH:11][CH:10]=1.C(N(C(C)C)CC)(C)C.Cl[C:30]([O:32][CH2:33][C:34]1[CH:39]=[CH:38][CH:37]=[CH:36][CH:35]=1)=[O:31].C(OC(=O)NCC1CC2C=CC=C(C3CCCC3)C=2O1)C1C=CC=CC=1. No catalyst specified. The product is [CH3:1][C:2]1[CH:7]=[CH:6][CH:5]=[C:4]([CH3:8])[C:3]=1[C:9]1[C:17]2[O:16][CH:15]([CH2:18][NH:19][C:30](=[O:31])[O:32][CH2:33][C:34]3[CH:39]=[CH:38][CH:37]=[CH:36][CH:35]=3)[CH2:14][C:13]=2[CH:12]=[CH:11][CH:10]=1. The yield is 0.870.